This data is from Forward reaction prediction with 1.9M reactions from USPTO patents (1976-2016). The task is: Predict the product of the given reaction. (1) Given the reactants CS(O[CH2:6][C@H:7]([C:15]1[CH:20]=[CH:19][CH:18]=[CH:17][CH:16]=1)[CH2:8][CH2:9]OS(C)(=O)=O)(=O)=O.[CH2:21]([NH2:24])[CH2:22][CH3:23], predict the reaction product. The product is: [C:15]1([C@@H:7]2[CH2:8][CH2:9][N:24]([CH2:21][CH2:22][CH3:23])[CH2:6]2)[CH:20]=[CH:19][CH:18]=[CH:17][CH:16]=1. (2) The product is: [Br:1][C:2]1[CH:3]=[C:4]2[C:10]([C:11]3[CH:16]=[C:15]([Cl:17])[N:14]=[C:13]([NH:18][CH:19]4[CH2:24][CH2:23][CH2:22][CH2:21][CH2:20]4)[CH:12]=3)=[CH:9][NH:8][C:5]2=[N:6][CH:7]=1. Given the reactants [Br:1][C:2]1[CH:3]=[C:4]2[C:10]([C:11]3[CH:16]=[C:15]([Cl:17])[N:14]=[C:13]([NH:18][CH:19]4[CH2:24][CH2:23][CH2:22][CH2:21][CH2:20]4)[CH:12]=3)=[CH:9][N:8](S(C3C=CC=CC=3)(=O)=O)[C:5]2=[N:6][CH:7]=1.[OH-].[Li+], predict the reaction product. (3) Given the reactants [C:1]([O:5][C@@H:6]([C:11]1[C:40]([CH3:41])=[CH:39][C:38]2=[N:42][C:35]3=[CH:36][N:37]2[C:12]=1[N:13]1[CH2:47][CH2:46][C:16]([CH3:48])([O:17][CH2:18][CH2:19][CH2:20][CH2:21][C@H:22]([CH3:45])[O:23][C:24]2[CH:25]=[C:26]([F:44])[CH:27]=[CH:28][C:29]=2[C:30]2[CH:43]=[C:34]3[CH:33]=[CH:32][CH:31]=2)[CH2:15][CH2:14]1)[C:7]([O:9]C)=[O:8])([CH3:4])([CH3:3])[CH3:2].CO.O[Li].O, predict the reaction product. The product is: [C:1]([O:5][C@@H:6]([C:11]1[C:40]([CH3:41])=[CH:39][C:38]2=[N:42][C:35]3=[CH:36][N:37]2[C:12]=1[N:13]1[CH2:14][CH2:15][C:16]([CH3:48])([O:17][CH2:18][CH:19]=[CH:20][CH2:21][C@H:22]([CH3:45])[O:23][C:24]2[CH:25]=[C:26]([F:44])[CH:27]=[CH:28][C:29]=2[C:30]2[CH:43]=[C:34]3[CH:33]=[CH:32][CH:31]=2)[CH2:46][CH2:47]1)[C:7]([OH:9])=[O:8])([CH3:4])([CH3:2])[CH3:3]. (4) Given the reactants [C:1]([CH:3]1[CH2:8][CH2:7][N:6]([C:9]([O:11][C:12]([CH3:15])([CH3:14])[CH3:13])=[O:10])[CH2:5][CH2:4]1)#[N:2].[N-:16]=[N+:17]=[N-:18].[Na+].[Cl-].[NH4+], predict the reaction product. The product is: [N:2]1[NH:16][N:17]=[N:18][C:1]=1[CH:3]1[CH2:8][CH2:7][N:6]([C:9]([O:11][C:12]([CH3:15])([CH3:14])[CH3:13])=[O:10])[CH2:5][CH2:4]1.